From a dataset of Full USPTO retrosynthesis dataset with 1.9M reactions from patents (1976-2016). Predict the reactants needed to synthesize the given product. (1) Given the product [F:1][C:2]1[CH:3]=[CH:4][C:5]([C:8]2[S:12][C:11]([CH3:13])=[N:10][C:9]=2[C:14]([N:60]2[CH2:61][C:62](=[CH2:64])[CH2:63][C@H:59]2[C:57]2[NH:56][C:55]3[CH:65]=[C:51]([O:50][CH3:49])[CH:52]=[CH:53][C:54]=3[N:58]=2)=[O:16])=[CH:6][CH:7]=1, predict the reactants needed to synthesize it. The reactants are: [F:1][C:2]1[CH:7]=[CH:6][C:5]([C:8]2[S:12][C:11]([CH3:13])=[N:10][C:9]=2[C:14]([OH:16])=O)=[CH:4][CH:3]=1.CN(C(ON1N=NC2C=CC=CC1=2)=[N+](C)C)C.[B-](F)(F)(F)F.CCN(C(C)C)C(C)C.Cl.[CH3:49][O:50][C:51]1[CH:52]=[CH:53][C:54]2[N:58]=[C:57]([C@@H:59]3[CH2:63][C:62](=[CH2:64])[CH2:61][NH:60]3)[NH:56][C:55]=2[CH:65]=1. (2) Given the product [Br:11][C:5]1[CH:6]=[C:7]2[C:2](=[C:3]([F:20])[C:4]=1[C:12]1[CH:17]=[CH:16][C:15]([F:18])=[CH:14][C:13]=1[F:19])[N:1]=[CH:25][N:26]=[C:8]2[OH:9], predict the reactants needed to synthesize it. The reactants are: [NH2:1][C:2]1[C:3]([F:20])=[C:4]([C:12]2[CH:17]=[CH:16][C:15]([F:18])=[CH:14][C:13]=2[F:19])[C:5]([Br:11])=[CH:6][C:7]=1[C:8](O)=[O:9].C(O)(=O)C.[CH:25](=N)[NH2:26].